This data is from Forward reaction prediction with 1.9M reactions from USPTO patents (1976-2016). The task is: Predict the product of the given reaction. (1) Given the reactants [F:1][C:2]([F:18])([F:17])[C:3]1[CH:8]=[CH:7][C:6]([C:9]2[CH:14]=[CH:13][CH:12]=[C:11]([CH2:15][NH2:16])[CH:10]=2)=[CH:5][CH:4]=1.[C:19]([O:23][C:24]([N:26]([CH3:32])[C@@H:27]([CH3:31])[C:28](O)=[O:29])=[O:25])([CH3:22])([CH3:21])[CH3:20].C(N(CC)C(C)C)(C)C.CN(C(ON1N=NC2C=CC=NC1=2)=[N+](C)C)C.F[P-](F)(F)(F)(F)F, predict the reaction product. The product is: [C:19]([O:23][C:24](=[O:25])[N:26]([CH3:32])[C@H:27]([C:28](=[O:29])[NH:16][CH2:15][C:11]1[CH:10]=[C:9]([C:6]2[CH:5]=[CH:4][C:3]([C:2]([F:17])([F:18])[F:1])=[CH:8][CH:7]=2)[CH:14]=[CH:13][CH:12]=1)[CH3:31])([CH3:20])([CH3:22])[CH3:21]. (2) Given the reactants Br[C:2]1[CH:7]=[CH:6][C:5]([C:8]([N:10]2[CH2:15][CH2:14][N:13]([C:16]3[CH:21]=[CH:20][C:19]([CH3:22])=[CH:18][C:17]=3[CH3:23])[CH2:12][CH2:11]2)=[O:9])=[C:4]([S:24]([CH3:27])(=[O:26])=[O:25])[CH:3]=1.[CH:28]([C@@H:31]1[CH2:35][O:34][C:33](=[O:36])[NH:32]1)([CH3:30])[CH3:29], predict the reaction product. The product is: [CH3:23][C:17]1[CH:18]=[C:19]([CH3:22])[CH:20]=[CH:21][C:16]=1[N:13]1[CH2:14][CH2:15][N:10]([C:8]([C:5]2[CH:6]=[CH:7][C:2]([N:32]3[C@H:31]([CH:28]([CH3:30])[CH3:29])[CH2:35][O:34][C:33]3=[O:36])=[CH:3][C:4]=2[S:24]([CH3:27])(=[O:26])=[O:25])=[O:9])[CH2:11][CH2:12]1. (3) Given the reactants [Cl:1][C:2]1[CH:10]=[CH:9][C:5]([CH2:6][C:7]#[N:8])=[C:4]([CH3:11])[CH:3]=1.[Cl:12][C:13]1[C:14]([F:21])=[C:15]([CH:18]=[CH:19][CH:20]=1)[CH:16]=O.C[O-].[Na+], predict the reaction product. The product is: [Cl:12][C:13]1[C:14]([F:21])=[C:15](/[CH:16]=[C:6](/[C:5]2[CH:9]=[CH:10][C:2]([Cl:1])=[CH:3][C:4]=2[CH3:11])\[C:7]#[N:8])[CH:18]=[CH:19][CH:20]=1. (4) Given the reactants [F:1][C:2]1[CH:36]=[C:35]([NH:37][C:38]([C:40]2([C:43](=[O:52])[NH:44][C:45]3[CH:50]=[CH:49][C:48]([F:51])=[CH:47][CH:46]=3)[CH2:42][CH2:41]2)=[O:39])[CH:34]=[CH:33][C:3]=1[O:4][C:5]1[CH:10]=[CH:9][N:8]=[C:7]2[N:11]([CH2:24][C:25]3[CH:30]=[CH:29][C:28]([O:31][CH3:32])=[CH:27][CH:26]=3)[N:12]=[C:13]([C:14]3[CH:23]=[CH:22][C:17]([C:18]([O:20]C)=[O:19])=[CH:16][CH:15]=3)[C:6]=12.[OH-].[Na+], predict the reaction product. The product is: [F:1][C:2]1[CH:36]=[C:35]([NH:37][C:38]([C:40]2([C:43](=[O:52])[NH:44][C:45]3[CH:46]=[CH:47][C:48]([F:51])=[CH:49][CH:50]=3)[CH2:42][CH2:41]2)=[O:39])[CH:34]=[CH:33][C:3]=1[O:4][C:5]1[CH:10]=[CH:9][N:8]=[C:7]2[N:11]([CH2:24][C:25]3[CH:26]=[CH:27][C:28]([O:31][CH3:32])=[CH:29][CH:30]=3)[N:12]=[C:13]([C:14]3[CH:23]=[CH:22][C:17]([C:18]([OH:20])=[O:19])=[CH:16][CH:15]=3)[C:6]=12. (5) The product is: [C:13]([C@@:10]1([CH:15]([CH3:17])[CH3:16])[CH2:11][CH2:12][N:8]([C:6]2[CH:5]=[CH:4][N:3]=[C:2]([NH:19][C:20]3[CH:21]=[CH:22][C:23]([C:26]([NH2:28])=[O:27])=[N:24][CH:25]=3)[N:7]=2)[C:9]1=[O:18])#[N:14]. Given the reactants Cl[C:2]1[N:7]=[C:6]([N:8]2[CH2:12][CH2:11][C@:10]([CH:15]([CH3:17])[CH3:16])([C:13]#[N:14])[C:9]2=[O:18])[CH:5]=[CH:4][N:3]=1.[NH2:19][C:20]1[CH:21]=[CH:22][C:23]([C:26]([NH2:28])=[O:27])=[N:24][CH:25]=1.C(=O)([O-])[O-].[Cs+].[Cs+].C1(P(C2C=CC=CC=2)C2C=CC3C(=CC=CC=3)C=2C2C3C(=CC=CC=3)C=CC=2P(C2C=CC=CC=2)C2C=CC=CC=2)C=CC=CC=1, predict the reaction product.